This data is from Forward reaction prediction with 1.9M reactions from USPTO patents (1976-2016). The task is: Predict the product of the given reaction. (1) Given the reactants [N+:1]([C:4]1[CH:9]=[CH:8][C:7]([C:10]2[C:14]([C:15]([NH2:17])=[O:16])=[C:13]([NH:18][C:19]([N:21]3[CH2:25][CH2:24][CH2:23][C:22]3=[O:26])=[O:20])[S:12][N:11]=2)=[CH:6][CH:5]=1)([O-])=O, predict the reaction product. The product is: [NH2:1][C:4]1[CH:5]=[CH:6][C:7]([C:10]2[C:14]([C:15]([NH2:17])=[O:16])=[C:13]([NH:18][C:19]([N:21]3[CH2:25][CH2:24][CH2:23][C:22]3=[O:26])=[O:20])[S:12][N:11]=2)=[CH:8][CH:9]=1. (2) Given the reactants [Cl:1][C:2]1[CH:21]=[CH:20][CH:19]=[C:18]([Cl:22])[C:3]=1[CH2:4][C:5]1[N:10]=[C:9]([CH3:11])[C:8]([C:12]([O:14][CH2:15][CH3:16])=[O:13])=[C:7](Cl)[CH:6]=1.[CH3:23][O:24][C:25]1[CH:31]=[C:30]([N:32]2[CH2:37][CH2:36][N:35]([CH3:38])[CH2:34][CH2:33]2)[CH:29]=[CH:28][C:26]=1[NH2:27].C1(C)C=CC(S(O)(=O)=O)=CC=1.C(=O)(O)[O-].[Na+], predict the reaction product. The product is: [Cl:1][C:2]1[CH:21]=[CH:20][CH:19]=[C:18]([Cl:22])[C:3]=1[CH2:4][C:5]1[CH:6]=[C:7]([NH:27][C:26]2[CH:28]=[CH:29][C:30]([N:32]3[CH2:37][CH2:36][N:35]([CH3:38])[CH2:34][CH2:33]3)=[CH:31][C:25]=2[O:24][CH3:23])[C:8]([C:12]([O:14][CH2:15][CH3:16])=[O:13])=[C:9]([CH3:11])[N:10]=1. (3) Given the reactants [NH2:1][C:2]1([CH:8]([C:10]2[CH:15]=[C:14]([Cl:16])[CH:13]=[C:12]([Cl:17])[CH:11]=2)[OH:9])[CH2:7][CH2:6][CH2:5][CH2:4][CH2:3]1.N1C=CC=CC=1.[C:24]1([CH3:34])[CH:29]=[CH:28][C:27]([S:30](Cl)(=[O:32])=[O:31])=[CH:26][CH:25]=1.Cl, predict the reaction product. The product is: [Cl:17][C:12]1[CH:11]=[C:10]([CH:8]([OH:9])[C:2]2([NH:1][S:30]([C:27]3[CH:28]=[CH:29][C:24]([CH3:34])=[CH:25][CH:26]=3)(=[O:32])=[O:31])[CH2:7][CH2:6][CH2:5][CH2:4][CH2:3]2)[CH:15]=[C:14]([Cl:16])[CH:13]=1. (4) The product is: [CH3:20][Si:15]([OH:18])([OH:16])[C:12]1[CH:13]=[CH:14][C:9]([C:6]2[CH:7]=[CH:8][C:3]([Si:2]([CH3:1])([OH:21])[OH:23])=[CH:4][CH:5]=2)=[CH:10][CH:11]=1. Given the reactants [CH3:1][Si:2]([O:23]C)([O:21]C)[C:3]1[CH:8]=[CH:7][C:6]([C:9]2[CH:14]=[CH:13][C:12]([Si:15]([CH3:20])([O:18]C)[O:16]C)=[CH:11][CH:10]=2)=[CH:5][CH:4]=1.C(O)(=O)C, predict the reaction product. (5) Given the reactants C(OC([N:8]1[CH2:12][CH:11]2[CH2:13][N:14]([C:16]3[CH:21]=[C:20]([Cl:22])[CH:19]=[CH:18][C:17]=3[CH2:23][N:24]3[CH2:29][CH2:28][N:27]([C:30]([O:32][CH:33]([C:38]([F:41])([F:40])[F:39])[C:34]([F:37])([F:36])[F:35])=[O:31])[CH2:26][CH2:25]3)[CH2:15][CH:10]2[CH2:9]1)=O)(C)(C)C.C(O)(C(F)(F)F)=O, predict the reaction product. The product is: [Cl:22][C:20]1[CH:19]=[CH:18][C:17]([CH2:23][N:24]2[CH2:29][CH2:28][N:27]([C:30]([O:32][CH:33]([C:34]([F:37])([F:36])[F:35])[C:38]([F:41])([F:40])[F:39])=[O:31])[CH2:26][CH2:25]2)=[C:16]([N:14]2[CH2:15][CH:10]3[CH:11]([CH2:12][NH:8][CH2:9]3)[CH2:13]2)[CH:21]=1. (6) The product is: [Cl:1][C:2]1[N:7]=[C:6]([C:8]2[S:32][C:31]([NH:30][CH2:28][CH3:29])=[N:33][C:9]=2[C:11]2[CH:16]=[CH:15][CH:14]=[C:13]([O:17][CH3:18])[C:12]=2[F:19])[CH:5]=[CH:4][N:3]=1. Given the reactants [Cl:1][C:2]1[N:7]=[C:6]([CH2:8][C:9]([C:11]2[CH:16]=[CH:15][CH:14]=[C:13]([O:17][CH3:18])[C:12]=2[F:19])=O)[CH:5]=[CH:4][N:3]=1.C1C(=O)N(Br)C(=O)C1.[CH2:28]([NH:30][C:31]([NH2:33])=[S:32])[CH3:29], predict the reaction product.